Dataset: Forward reaction prediction with 1.9M reactions from USPTO patents (1976-2016). Task: Predict the product of the given reaction. Given the reactants CI.[F:3][C:4]1[CH:9]=[CH:8][C:7]([C:10]2[C:11](=[O:32])[NH:12][C:13]([CH2:22][CH2:23][CH2:24][CH2:25][C:26]3[CH:31]=[CH:30][CH:29]=[CH:28][CH:27]=3)=[N:14][C:15]=2[C:16]2[CH:21]=[CH:20][N:19]=[CH:18][CH:17]=2)=[CH:6][CH:5]=1.[C:33](=O)([O-])[O-].[K+].[K+], predict the reaction product. The product is: [F:3][C:4]1[CH:9]=[CH:8][C:7]([C:10]2[C:11](=[O:32])[N:12]([CH3:33])[C:13]([CH2:22][CH2:23][CH2:24][CH2:25][C:26]3[CH:27]=[CH:28][CH:29]=[CH:30][CH:31]=3)=[N:14][C:15]=2[C:16]2[CH:17]=[CH:18][N:19]=[CH:20][CH:21]=2)=[CH:6][CH:5]=1.